Task: Predict the reactants needed to synthesize the given product.. Dataset: Full USPTO retrosynthesis dataset with 1.9M reactions from patents (1976-2016) Given the product [CH2:37]([N:1]1[CH:5]=[C:4]([C:10]2[CH:15]=[CH:14][C:13]([NH:16][C:17]([N:19]3[CH2:27][C:26]4[C:21](=[CH:22][CH:23]=[CH:24][CH:25]=4)[CH2:20]3)=[O:18])=[CH:12][CH:11]=2)[CH:3]=[N:2]1)[CH2:29][CH3:30], predict the reactants needed to synthesize it. The reactants are: [NH:1]1[CH:5]=[CH:4][C:3](B(O)O)=[N:2]1.Br[C:10]1[CH:15]=[CH:14][C:13]([NH:16][C:17]([N:19]2[CH2:27][C:26]3[C:21](=[CH:22][CH:23]=[CH:24][CH:25]=3)[CH2:20]2)=[O:18])=[CH:12][CH:11]=1.Br[C:29]1[CH:30]=C2C(=C[CH:37]=1)CN(C(NC1C=CC(C(=O)NCCC)=CC=1)=O)C2.